From a dataset of Reaction yield outcomes from USPTO patents with 853,638 reactions. Predict the reaction yield, written as a fraction of the theoretical maximum amount of product (1.0 means a 100% yield; for example, 0.34 means a 34% yield). (1) The catalyst is C(O)C.[Pd]. The reactants are [N+:1]([C:4]1[CH:9]=[C:8]([C:10]([F:13])([F:12])[F:11])[CH:7]=[CH:6][C:5]=1[OH:14])([O-])=O.CO. The product is [NH2:1][C:4]1[CH:9]=[C:8]([C:10]([F:11])([F:12])[F:13])[CH:7]=[CH:6][C:5]=1[OH:14]. The yield is 1.00. (2) The reactants are [Cl:1][C:2]1[CH:7]=[C:6]([OH:8])[CH:5]=[CH:4][N:3]=1.[H-].[Na+].[Cl:11][C:12]1[C:13](F)=[CH:14][C:15]([F:21])=[C:16]([N+:18]([O-:20])=[O:19])[CH:17]=1. The catalyst is CN(C=O)C.C(OCC)(=O)C. The product is [Cl:1][C:2]1[CH:7]=[C:6]([O:8][C:13]2[CH:14]=[C:15]([F:21])[C:16]([N+:18]([O-:20])=[O:19])=[CH:17][C:12]=2[Cl:11])[CH:5]=[CH:4][N:3]=1. The yield is 0.860. (3) The reactants are [NH2:1][C:2]1[CH:7]=[CH:6][C:5]([CH:8]([CH3:13])[C:9]([O:11]C)=[O:10])=[CH:4][C:3]=1[O:14][CH3:15].[OH-].[Na+]. The catalyst is CO. The product is [NH2:1][C:2]1[CH:7]=[CH:6][C:5]([CH:8]([CH3:13])[C:9]([OH:11])=[O:10])=[CH:4][C:3]=1[O:14][CH3:15]. The yield is 0.830. (4) The product is [F:1][C:2]1[CH:10]=[CH:9][C:8]([CH2:11][C:12]2[C:21]3[C:16](=[CH:17][CH:18]=[CH:19][CH:20]=3)[C:15](=[O:22])[NH:14][N:13]=2)=[CH:7][C:3]=1[C:4]([N:24]1[CH2:29][CH2:28][C:27]2([C:37]3[C:32](=[CH:33][CH:34]=[CH:35][CH:36]=3)[CH2:31][O:30]2)[CH2:26][CH2:25]1)=[O:5]. The yield is 0.521. The reactants are [F:1][C:2]1[CH:10]=[CH:9][C:8]([CH2:11][C:12]2[C:21]3[C:16](=[CH:17][CH:18]=[CH:19][CH:20]=3)[C:15](=[O:22])[NH:14][N:13]=2)=[CH:7][C:3]=1[C:4](O)=[O:5].Cl.[NH:24]1[CH2:29][CH2:28][C:27]2([C:37]3[C:32](=[CH:33][CH:34]=[CH:35][CH:36]=3)[CH2:31][O:30]2)[CH2:26][CH2:25]1.C(N(CC)CC)C.F[P-](F)(F)(F)(F)F.N1(OC(N(C)C)=[N+](C)C)C2C=CC=CC=2N=N1. The catalyst is CN(C)C(=O)C. (5) The reactants are N#N.[F:3][C:4]1[CH:21]=[CH:20][C:7]([CH2:8][C:9]2[NH:13][N:12]=[C:11]([C:14]3[CH:19]=[CH:18][N:17]=[CH:16][CH:15]=3)[CH:10]=2)=[CH:6][CH:5]=1.[H-].[Na+].Br[CH2:25][C:26]([O:28][CH3:29])=[O:27]. The catalyst is C1COCC1. The product is [F:3][C:4]1[CH:21]=[CH:20][C:7]([CH2:8][C:9]2[N:13]([CH2:25][C:26]([O:28][CH3:29])=[O:27])[N:12]=[C:11]([C:14]3[CH:19]=[CH:18][N:17]=[CH:16][CH:15]=3)[CH:10]=2)=[CH:6][CH:5]=1. The yield is 0.470.